Dataset: Full USPTO retrosynthesis dataset with 1.9M reactions from patents (1976-2016). Task: Predict the reactants needed to synthesize the given product. (1) Given the product [CH3:1][Si:2]([CH3:40])([CH3:39])[CH2:3][CH2:4][O:5][CH2:6][N:7]([CH2:31][O:32][CH2:33][CH2:34][Si:35]([CH3:38])([CH3:37])[CH3:36])[C:8]1[N:13]2[N:14]=[CH:15][C:16]([C:50]3[CH:49]=[N:48][C:47]([C:41]4[CH:46]=[CH:45][CH:44]=[CH:43][CH:42]=4)=[CH:52][CH:51]=3)=[C:12]2[N:11]=[C:10]([CH:18]2[CH2:23][CH2:22][N:21]([C:24]([O:26][C:27]([CH3:30])([CH3:29])[CH3:28])=[O:25])[CH2:20][CH2:19]2)[CH:9]=1, predict the reactants needed to synthesize it. The reactants are: [CH3:1][Si:2]([CH3:40])([CH3:39])[CH2:3][CH2:4][O:5][CH2:6][N:7]([CH2:31][O:32][CH2:33][CH2:34][Si:35]([CH3:38])([CH3:37])[CH3:36])[C:8]1[N:13]2[N:14]=[CH:15][C:16](I)=[C:12]2[N:11]=[C:10]([CH:18]2[CH2:23][CH2:22][N:21]([C:24]([O:26][C:27]([CH3:30])([CH3:29])[CH3:28])=[O:25])[CH2:20][CH2:19]2)[CH:9]=1.[C:41]1([C:47]2[CH:52]=[CH:51][C:50](B3OC(C)(C)C(C)(C)O3)=[CH:49][N:48]=2)[CH:46]=[CH:45][CH:44]=[CH:43][CH:42]=1.ClCCl.C([O-])([O-])=O.[K+].[K+]. (2) Given the product [Br:18][C:19]1[C:24]([CH3:25])=[CH:23][C:22]([O:26][CH2:12][CH2:13][C:14]([CH3:16])([OH:17])[CH3:15])=[CH:21][C:20]=1[CH3:27], predict the reactants needed to synthesize it. The reactants are: CC1C=CC(S(O[CH2:12][CH2:13][C:14]([OH:17])([CH3:16])[CH3:15])(=O)=O)=CC=1.[Br:18][C:19]1[C:24]([CH3:25])=[CH:23][C:22]([OH:26])=[CH:21][C:20]=1[CH3:27].C(=O)([O-])[O-].[K+].[K+].C(OCC)(=O)C. (3) Given the product [C:12]([C:16]1[CH:21]=[C:20]([C:23](=[O:25])[CH3:24])[CH:19]=[CH:18][C:17]=1[OH:22])([CH3:15])([CH3:13])[CH3:14], predict the reactants needed to synthesize it. The reactants are: [Cl-].[Al+3].[Cl-].[Cl-].C1(C)C=CC=CC=1.[C:12]([C:16]1[CH:21]=[CH:20][CH:19]=[CH:18][C:17]=1[OH:22])([CH3:15])([CH3:14])[CH3:13].[C:23](Cl)(=[O:25])[CH3:24]. (4) Given the product [CH2:38]([C@@H:34]1[CH2:33][C:32]2[N:31]=[CH:30][N:29]=[C:28]([N:5]3[CH2:6][C:7]4[CH:12]=[C:11]([C:13]5[CH:14]=[C:15]6[NH:21][C:20]([NH2:22])=[N:19][C:16]6=[N:17][CH:18]=5)[CH:10]=[CH:9][C:8]=4[O:2][CH2:3][CH2:4]3)[C:37]=2[CH2:36][CH2:35]1)[CH3:39], predict the reactants needed to synthesize it. The reactants are: Cl.[O:2]1[C:8]2[CH:9]=[CH:10][C:11]([C:13]3[CH:14]=[C:15]4[NH:21][C:20]([NH:22]C(=O)OC)=[N:19][C:16]4=[N:17][CH:18]=3)=[CH:12][C:7]=2[CH2:6][NH:5][CH2:4][CH2:3]1.Cl[C:28]1[C:37]2[CH2:36][CH2:35][C@H:34]([CH2:38][CH3:39])[CH2:33][C:32]=2[N:31]=[CH:30][N:29]=1.C(N(CC)C(C)C)(C)C. (5) Given the product [CH:1]1([C:7](=[O:11])[CH:8]=[CH2:9])[CH2:6][CH2:5][CH2:4][CH2:3][CH2:2]1, predict the reactants needed to synthesize it. The reactants are: [CH:1]1([CH:7]([OH:11])[C:8](C)=[CH2:9])[CH2:6][CH2:5][CH2:4][CH2:3][CH2:2]1.C(O[Al](OCCC)OCCC)CC.